From a dataset of Full USPTO retrosynthesis dataset with 1.9M reactions from patents (1976-2016). Predict the reactants needed to synthesize the given product. (1) Given the product [Br:21][C:9]1[C:10]([O:14][CH3:15])=[C:11]([O:12][CH3:13])[C:3]([O:2][CH3:1])=[C:4]([CH:8]=1)[C:5]([OH:7])=[O:6], predict the reactants needed to synthesize it. The reactants are: [CH3:1][O:2][C:3]1[C:11]([O:12][CH3:13])=[C:10]([O:14][CH3:15])[CH:9]=[CH:8][C:4]=1[C:5]([OH:7])=[O:6].CC([O-])=O.[Na+].[Br:21]Br. (2) Given the product [OH:6][CH2:5][CH2:7][NH:8][C:12]([C:14]1[N:15]=[N:16][C:17]([NH:20][CH2:21][C:22]2[C:23]([C:28]3[CH:33]=[CH:32][C:31]([F:34])=[CH:30][CH:29]=3)=[N:24][O:25][C:26]=2[CH3:27])=[CH:18][CH:19]=1)=[O:11], predict the reactants needed to synthesize it. The reactants are: C[Al](C)C.[CH2:5]([CH2:7][NH2:8])[OH:6].C([O:11][C:12]([C:14]1[N:15]=[N:16][C:17]([NH:20][CH2:21][C:22]2[C:23]([C:28]3[CH:33]=[CH:32][C:31]([F:34])=[CH:30][CH:29]=3)=[N:24][O:25][C:26]=2[CH3:27])=[CH:18][CH:19]=1)=O)C.C(C(C(C([O-])=O)O)O)([O-])=O.[K+].[Na+].